From a dataset of Catalyst prediction with 721,799 reactions and 888 catalyst types from USPTO. Predict which catalyst facilitates the given reaction. (1) Reactant: [CH2:1]([O:8][C:9]1[CH:10]=[C:11]([CH:36]=[CH:37][CH:38]=1)[CH2:12][O:13][C:14]1[C:19]2[CH:20]=[C:21]([C:23]3[N:24]=[C:25]4[N:29]([CH:30]=3)[N:28]=[C:27](Br)[S:26]4)[O:22][C:18]=2[CH:17]=[C:16]([O:32][CH:33]([F:35])[F:34])[CH:15]=1)[C:2]1[CH:7]=[CH:6][CH:5]=[CH:4][CH:3]=1.[CH3:39][OH:40].C[O-].[Na+].Cl. Product: [CH2:1]([O:8][C:9]1[CH:10]=[C:11]([CH:36]=[CH:37][CH:38]=1)[CH2:12][O:13][C:14]1[C:19]2[CH:20]=[C:21]([C:23]3[N:24]=[C:25]4[N:29]([CH:30]=3)[N:28]=[C:27]([O:40][CH3:39])[S:26]4)[O:22][C:18]=2[CH:17]=[C:16]([O:32][CH:33]([F:35])[F:34])[CH:15]=1)[C:2]1[CH:7]=[CH:6][CH:5]=[CH:4][CH:3]=1. The catalyst class is: 2. (2) Reactant: [CH2:1]([O:3][C:4]([C:6]1([C:9]2[CH:14]=[CH:13][C:12]([C:15]3[CH:20]=[CH:19][C:18]([C:21]4[S:22][C:23]([Cl:29])=[CH:24][C:25]=4C(=O)N)=[CH:17][C:16]=3[NH:30][C:31]([O:33][C:34]([CH3:37])([CH3:36])[CH3:35])=[O:32])=[CH:11][CH:10]=2)[CH2:8][CH2:7]1)=[O:5])[CH3:2].[N:38]1[CH:43]=CC=CC=1.[C:44]1([C@H:50]([OH:52])[CH3:51])[CH:49]=[CH:48][CH:47]=[CH:46][CH:45]=1.FC(F)(F)C(OI(C1C=CC=CC=1)OC(=O)C(F)(F)F)=[O:56]. Product: [CH2:1]([O:3][C:4]([C:6]1([C:9]2[CH:14]=[CH:13][C:12]([C:15]3[CH:20]=[CH:19][C:18]([C:21]4[S:22][C:23]([Cl:29])=[CH:24][C:25]=4[NH:38][C:43]([O:52][C@@H:50]([C:44]4[CH:49]=[CH:48][CH:47]=[CH:46][CH:45]=4)[CH3:51])=[O:56])=[CH:17][C:16]=3[NH:30][C:31]([O:33][C:34]([CH3:37])([CH3:36])[CH3:35])=[O:32])=[CH:11][CH:10]=2)[CH2:7][CH2:8]1)=[O:5])[CH3:2]. The catalyst class is: 11. (3) Reactant: [F:1][C:2]1[CH:3]=[C:4]([C:10]2[S:11][C:12]3[CH2:13][NH:14][CH2:15][CH2:16][C:17]=3[N:18]=2)[CH:5]=[CH:6][C:7]=1[O:8][CH3:9].[C:19](OC(=O)C)(=[O:21])[CH3:20]. Product: [F:1][C:2]1[CH:3]=[C:4]([C:10]2[S:11][C:12]3[CH2:13][N:14]([C:19](=[O:21])[CH3:20])[CH2:15][CH2:16][C:17]=3[N:18]=2)[CH:5]=[CH:6][C:7]=1[O:8][CH3:9]. The catalyst class is: 112. (4) Reactant: [C:1]1([C:7]2[C:15]3[C:14]([N:16]4[CH2:21][CH2:20][CH:19]([CH2:22][OH:23])[CH2:18][CH2:17]4)=[N:13][CH:12]=[N:11][C:10]=3[S:9][CH:8]=2)[CH:6]=[CH:5][CH:4]=[CH:3][CH:2]=1.[H-].[Na+].Cl.Cl[CH2:28][CH2:29][N:30]1[CH2:34][CH2:33][CH2:32][CH2:31]1. Product: [C:1]1([C:7]2[C:15]3[C:14]([N:16]4[CH2:17][CH2:18][CH:19]([CH2:22][O:23][CH2:28][CH2:29][N:30]5[CH2:34][CH2:33][CH2:32][CH2:31]5)[CH2:20][CH2:21]4)=[N:13][CH:12]=[N:11][C:10]=3[S:9][CH:8]=2)[CH:2]=[CH:3][CH:4]=[CH:5][CH:6]=1. The catalyst class is: 121. (5) Reactant: C([O:5][C:6](=[O:38])[C:7]([CH3:37])([S:9][C:10]1[CH:36]=[CH:35][C:13]([C:14]([O:16][CH2:17][C:18]2[N:19]=[N:20][N:21]([CH2:23][C:24]3[CH:29]=[CH:28][C:27]([O:30][C:31]([F:34])([F:33])[F:32])=[CH:26][CH:25]=3)[CH:22]=2)=[O:15])=[CH:12][CH:11]=1)[CH3:8])(C)(C)C.Cl. Product: [CH3:37][C:7]([S:9][C:10]1[CH:11]=[CH:12][C:13]([C:14]([O:16][CH2:17][C:18]2[N:19]=[N:20][N:21]([CH2:23][C:24]3[CH:25]=[CH:26][C:27]([O:30][C:31]([F:34])([F:33])[F:32])=[CH:28][CH:29]=3)[CH:22]=2)=[O:15])=[CH:35][CH:36]=1)([CH3:8])[C:6]([OH:38])=[O:5]. The catalyst class is: 12. (6) Reactant: C([O:3][C:4](=[O:20])[C:5]1[CH:10]=[C:9]([CH3:11])[C:8]([NH:12][C:13]2[CH:14]=[N:15][C:16]([CH3:19])=[CH:17][CH:18]=2)=[N:7][CH:6]=1)C.[OH-].[Na+]. Product: [CH3:11][C:9]1[C:8]([NH:12][C:13]2[CH:14]=[N:15][C:16]([CH3:19])=[CH:17][CH:18]=2)=[N:7][CH:6]=[C:5]([CH:10]=1)[C:4]([OH:20])=[O:3]. The catalyst class is: 36. (7) Reactant: [CH3:1][O:2][C:3]([C:5]1[S:6][C:7]([C:12]2[CH:13]=[N:14][CH:15]=[CH:16][CH:17]=2)=[C:8](Br)[C:9]=1[F:10])=[O:4].C1CC=CCC=1. Product: [CH3:1][O:2][C:3]([C:5]1[S:6][C:7]([C:12]2[CH:13]=[N:14][CH:15]=[CH:16][CH:17]=2)=[CH:8][C:9]=1[F:10])=[O:4]. The catalyst class is: 105. (8) Reactant: ClC1C=C(C=CC=1)C(OO)=[O:6].[CH3:12][S:13][CH2:14][CH2:15][CH2:16][O:17][CH2:18][CH2:19][N:20]1[C:32]2[C:31]3[CH:30]=[CH:29][CH:28]=[CH:27][C:26]=3[N:25]=[C:24]([NH2:33])[C:23]=2[N:22]=[C:21]1[CH2:34][CH2:35][CH3:36]. Product: [CH3:12][S:13]([CH2:14][CH2:15][CH2:16][O:17][CH2:18][CH2:19][N:20]1[C:32]2[C:31]3[CH:30]=[CH:29][CH:28]=[CH:27][C:26]=3[N:25]=[C:24]([NH2:33])[C:23]=2[N:22]=[C:21]1[CH2:34][CH2:35][CH3:36])=[O:6]. The catalyst class is: 22. (9) Reactant: [N+:1]([C:4]1[CH:12]=[CH:11][CH:10]=[CH:9][C:5]=1[C:6]([OH:8])=[O:7])([O-:3])=[O:2].S([O-])([O-])(=O)=O.[Mg+2].[C:19](O)([CH3:22])([CH3:21])[CH3:20].S(=O)(=O)(O)O. Product: [N+:1]([C:4]1[CH:12]=[CH:11][CH:10]=[CH:9][C:5]=1[C:6]([O:8][C:19]([CH3:22])([CH3:21])[CH3:20])=[O:7])([O-:3])=[O:2]. The catalyst class is: 2.